Regression. Given two drug SMILES strings and cell line genomic features, predict the synergy score measuring deviation from expected non-interaction effect. From a dataset of NCI-60 drug combinations with 297,098 pairs across 59 cell lines. (1) Drug 1: COC1=CC(=CC(=C1O)OC)C2C3C(COC3=O)C(C4=CC5=C(C=C24)OCO5)OC6C(C(C7C(O6)COC(O7)C8=CC=CS8)O)O. Drug 2: CC1=C(N=C(N=C1N)C(CC(=O)N)NCC(C(=O)N)N)C(=O)NC(C(C2=CN=CN2)OC3C(C(C(C(O3)CO)O)O)OC4C(C(C(C(O4)CO)O)OC(=O)N)O)C(=O)NC(C)C(C(C)C(=O)NC(C(C)O)C(=O)NCCC5=NC(=CS5)C6=NC(=CS6)C(=O)NCCC[S+](C)C)O. Cell line: OVCAR-4. Synergy scores: CSS=3.08, Synergy_ZIP=-1.76, Synergy_Bliss=-2.73, Synergy_Loewe=-1.45, Synergy_HSA=-1.41. (2) Drug 1: C1C(C(OC1N2C=C(C(=O)NC2=O)F)CO)O. Drug 2: COC1=C2C(=CC3=C1OC=C3)C=CC(=O)O2. Cell line: OVCAR-5. Synergy scores: CSS=24.6, Synergy_ZIP=-7.74, Synergy_Bliss=-0.802, Synergy_Loewe=-26.3, Synergy_HSA=-0.320. (3) Drug 1: C1=CN(C=N1)CC(O)(P(=O)(O)O)P(=O)(O)O. Drug 2: C1CN(CCN1C(=O)CCBr)C(=O)CCBr. Cell line: SK-MEL-5. Synergy scores: CSS=13.4, Synergy_ZIP=0.439, Synergy_Bliss=2.12, Synergy_Loewe=1.85, Synergy_HSA=3.20. (4) Cell line: OVCAR-4. Drug 2: CNC(=O)C1=NC=CC(=C1)OC2=CC=C(C=C2)NC(=O)NC3=CC(=C(C=C3)Cl)C(F)(F)F. Drug 1: CN1C(=O)N2C=NC(=C2N=N1)C(=O)N. Synergy scores: CSS=-0.374, Synergy_ZIP=1.07, Synergy_Bliss=0.00798, Synergy_Loewe=-4.68, Synergy_HSA=-4.70. (5) Drug 1: CCC1=CC2CC(C3=C(CN(C2)C1)C4=CC=CC=C4N3)(C5=C(C=C6C(=C5)C78CCN9C7C(C=CC9)(C(C(C8N6C)(C(=O)OC)O)OC(=O)C)CC)OC)C(=O)OC.C(C(C(=O)O)O)(C(=O)O)O. Drug 2: CCC1(CC2CC(C3=C(CCN(C2)C1)C4=CC=CC=C4N3)(C5=C(C=C6C(=C5)C78CCN9C7C(C=CC9)(C(C(C8N6C)(C(=O)OC)O)OC(=O)C)CC)OC)C(=O)OC)O.OS(=O)(=O)O. Cell line: UO-31. Synergy scores: CSS=4.73, Synergy_ZIP=-3.99, Synergy_Bliss=-4.62, Synergy_Loewe=-1.62, Synergy_HSA=-1.60.